This data is from Reaction yield outcomes from USPTO patents with 853,638 reactions. The task is: Predict the reaction yield, written as a fraction of the theoretical maximum amount of product (1.0 means a 100% yield; for example, 0.34 means a 34% yield). (1) The reactants are O.[NH2:2]N.C[N:5](C)[CH:6]=[N:7][C:8]([C:10]1[C:15]([S:16][C:17]2[CH:22]=[CH:21][CH:20]=[CH:19][CH:18]=2)=[CH:14][C:13](=[O:23])[N:12]([C:24]2[CH:29]=[CH:28][CH:27]=[CH:26][CH:25]=2)[N:11]=1)=O. The catalyst is CC(O)=O. The product is [C:24]1([N:12]2[C:13](=[O:23])[CH:14]=[C:15]([S:16][C:17]3[CH:18]=[CH:19][CH:20]=[CH:21][CH:22]=3)[C:10]([C:8]3[N:7]=[CH:6][NH:5][N:2]=3)=[N:11]2)[CH:29]=[CH:28][CH:27]=[CH:26][CH:25]=1. The yield is 0.700. (2) The reactants are C([O:8][C:9]1[CH:14]=[CH:13][C:12]([C:15]2[O:19][C:18]([CH3:21])([CH3:20])[C:17](=[O:22])[C:16]=2[C:23]2[CH:28]=[CH:27][N:26]=[CH:25][CH:24]=2)=[CH:11][CH:10]=1)C1C=CC=CC=1. The catalyst is CO. The product is [OH:8][C:9]1[CH:10]=[CH:11][C:12]([C:15]2[O:19][C:18]([CH3:20])([CH3:21])[C:17](=[O:22])[C:16]=2[C:23]2[CH:28]=[CH:27][N:26]=[CH:25][CH:24]=2)=[CH:13][CH:14]=1. The yield is 0.600. (3) The reactants are [NH2:1][C:2]1[CH:3]=[C:4]([C:12]2[CH:17]=[CH:16][CH:15]=[CH:14][CH:13]=2)[CH:5]=[C:6]([O:10][CH3:11])[C:7]=1[C:8]#[N:9].[OH-:18].[K+].Cl. The catalyst is CCO. The product is [NH2:1][C:2]1[CH:3]=[C:4]([C:12]2[CH:17]=[CH:16][CH:15]=[CH:14][CH:13]=2)[CH:5]=[C:6]([O:10][CH3:11])[C:7]=1[C:8]([NH2:9])=[O:18]. The yield is 0.400. (4) The reactants are Cl[C:2]1[N:7]=[C:6]([N:8]2[CH:12]=[CH:11][C:10]([C:13]([F:16])([F:15])[F:14])=[N:9]2)[N:5]=[C:4]([O:17][CH3:18])[CH:3]=1.[C:19]1(B(O)O)[CH:24]=[CH:23][CH:22]=[CH:21][CH:20]=1.C1(P(C2C=CC=CC=2)C2C=CC=CC=2)C=CC=CC=1.C(=O)([O-])[O-].[Na+].[Na+]. The product is [CH3:18][O:17][C:4]1[CH:3]=[C:2]([C:19]2[CH:24]=[CH:23][CH:22]=[CH:21][CH:20]=2)[N:7]=[C:6]([N:8]2[CH:12]=[CH:11][C:10]([C:13]([F:16])([F:15])[F:14])=[N:9]2)[N:5]=1. The yield is 0.950. The catalyst is C1COCC1.C([O-])(=O)C.[Pd+2].C([O-])(=O)C.O.